The task is: Predict the reaction yield, written as a fraction of the theoretical maximum amount of product (1.0 means a 100% yield; for example, 0.34 means a 34% yield).. This data is from Reaction yield outcomes from USPTO patents with 853,638 reactions. (1) The reactants are CCN(C(C)C)C(C)C.[CH3:10][C@H:11]1[C@@:50]2([OH:52])[O:51][C@H:14]([CH2:15][C@H:16]([O:76][CH3:77])[C:17]([CH3:75])=[CH:18][CH:19]=[CH:20][CH:21]=[CH:22][C@@H:23]([CH3:74])[CH2:24][C@@H:25]([CH3:73])[C:26]([C@H:28]([O:71][CH3:72])[C@H:29]([OH:70])[C:30]([CH3:69])=[CH:31][C@@H:32]([CH3:68])[C:33]([CH2:35][C@@H:36]([C@@H:53]([CH2:55][C@H:56]3[CH2:61][C@@H:60]([O:62][CH3:63])[C@H:59]([O:64][CH2:65][CH2:66][OH:67])[CH2:58][CH2:57]3)[CH3:54])[O:37][C:38]([C@H:40]3[N:45]([C:46]([C:48]2=[O:49])=[O:47])[CH2:44][CH2:43][CH2:42][CH2:41]3)=[O:39])=[O:34])=[O:27])[CH2:13][CH2:12]1.C(=O)([O-])[O-].C(#N)C. The catalyst is C([O-])(=O)CC[C@H](NC(C1C=CC(NCC2N=C3C(N=C(NC3=O)N)=NC=2)=CC=1)=O)C(O)=O.CS(C)=O. The product is [CH3:10][C@H:11]1[C@@:50]2([OH:52])[O:51][C@H:14]([CH2:15][C@H:16]([O:76][CH3:77])[C:17]([CH3:75])=[CH:18][CH:19]=[CH:20][CH:21]=[CH:22][C@@H:23]([CH3:74])[CH2:24][C@@H:25]([CH3:73])[C:26]([C@H:28]([O:71][CH3:72])[C@H:29]([OH:70])[C:30]([CH3:69])=[CH:31][C@@H:32]([CH3:68])[C:33]([CH2:35][C@@H:36]([C@@H:53]([CH2:55][C@H:56]3[CH2:61][C@@H:60]([O:62][CH3:63])[C@H:59]([O:64][CH2:65][CH2:66][OH:67])[CH2:58][CH2:57]3)[CH3:54])[O:37][C:38]([C@H:40]3[N:45]([C:46]([C:48]2=[O:49])=[O:47])[CH2:44][CH2:43][CH2:42][CH2:41]3)=[O:39])=[O:34])=[O:27])[CH2:13][CH2:12]1. The yield is 0.500. (2) The catalyst is CN(C=O)C.C(Cl)Cl.[Cu]I. The yield is 0.110. The reactants are [C:1]1([CH:7]2[C:11]3([CH2:15][CH2:14][CH2:13][CH2:12]3)[O:10][C:9](=[O:16])[NH:8]2)[CH:6]=[CH:5][CH:4]=[CH:3][CH:2]=1.I[C:18]1[CH:36]=[CH:35][C:21]([C:22]([NH:24][C:25]2[CH:26]=[CH:27][CH:28]=[C:29]3[C:34]=2[N:33]=[CH:32][CH:31]=[CH:30]3)=[O:23])=[CH:20][CH:19]=1.C(=O)([O-])[O-].[K+].[K+].CO. The product is [O:16]=[C:9]1[N:8]([C:18]2[CH:36]=[CH:35][C:21]([C:22]([NH:24][C:25]3[CH:26]=[CH:27][CH:28]=[C:29]4[C:34]=3[N:33]=[CH:32][CH:31]=[CH:30]4)=[O:23])=[CH:20][CH:19]=2)[CH:7]([C:1]2[CH:2]=[CH:3][CH:4]=[CH:5][CH:6]=2)[C:11]2([CH2:15][CH2:14][CH2:13][CH2:12]2)[O:10]1. (3) The reactants are [CH:1]([Si:4](Cl)([CH:8]([CH3:10])[CH3:9])[CH:5]([CH3:7])[CH3:6])([CH3:3])[CH3:2].[OH:12][C:13]1[CH:20]=[CH:19][C:16]([CH:17]=[O:18])=[CH:15][CH:14]=1.C(N(CC)CC)C. The catalyst is ClCCl. The product is [CH:1]([Si:4]([CH:8]([CH3:10])[CH3:9])([CH:5]([CH3:7])[CH3:6])[O:12][C:13]1[CH:20]=[CH:19][C:16]([CH:17]=[O:18])=[CH:15][CH:14]=1)([CH3:3])[CH3:2]. The yield is 0.950. (4) The reactants are [CH3:1][O:2][CH2:3][CH:4]([NH:17]C(=O)[O-])[C:5]1[CH:6]=[N:7][C:8]([O:11][CH2:12][C:13]([F:16])([F:15])[F:14])=[CH:9][CH:10]=1.C(OC(=O)C)C.Cl. No catalyst specified. The product is [CH3:1][O:2][CH2:3][CH:4]([C:5]1[CH:6]=[N:7][C:8]([O:11][CH2:12][C:13]([F:16])([F:14])[F:15])=[CH:9][CH:10]=1)[NH2:17]. The yield is 0.910. (5) The reactants are S(Cl)(Cl)=O.[C:5]([C:8]1[CH:15]=[CH:14][C:11]([CH:12]=[O:13])=[CH:10][CH:9]=1)([OH:7])=O.[CH2:16]([NH:18][CH3:19])[CH3:17]. The catalyst is ClCCl.CN(C)C=O. The product is [CH2:16]([N:18]([CH3:19])[C:5](=[O:7])[C:8]1[CH:15]=[CH:14][C:11]([CH:12]=[O:13])=[CH:10][CH:9]=1)[CH3:17]. The yield is 0.380. (6) The reactants are [S:1]1[C:5]2[CH:6]=[CH:7][CH:8]=[CH:9][C:4]=2[N:3]=[C:2]1[S:10][CH2:11][C:12]([OH:14])=O.[NH:15]1[CH2:21][CH2:20][CH2:19][CH2:18][C:17]2[CH:22]=[CH:23][CH:24]=[CH:25][C:16]1=2. No catalyst specified. The product is [S:1]1[C:5]2[CH:6]=[CH:7][CH:8]=[CH:9][C:4]=2[N:3]=[C:2]1[S:10][CH2:11][C:12]([N:15]1[CH2:21][CH2:20][CH2:19][CH2:18][C:17]2[CH:22]=[CH:23][CH:24]=[CH:25][C:16]1=2)=[O:14]. The yield is 0.230. (7) The reactants are [Br-].[Br-].[Br-].C1([N+](C)(C)C)C=CC=CC=1.C1([N+](C)(C)C)C=CC=CC=1.C1([N+](C)(C)C)C=CC=CC=1.[F:34][C:35]([F:50])([F:49])[C:36]1[CH:37]=[C:38]([C:46](=O)[CH3:47])[CH:39]=[C:40]([C:42]([F:45])([F:44])[F:43])[CH:41]=1.S([O-])([O-])(=O)=O.[Na+].[Na+].[NH2:58][C:59]([NH2:61])=[S:60].C(=O)([O-])O.[Na+]. The catalyst is O1CCCC1.C(O)C.O. The product is [NH2:61][C:59]1[S:60][CH:47]=[C:46]([C:38]2[CH:37]=[C:36]([C:35]([F:50])([F:49])[F:34])[CH:41]=[C:40]([C:42]([F:45])([F:44])[F:43])[CH:39]=2)[N:58]=1. The yield is 0.833. (8) The reactants are [Br:1][C:2]1[CH:3]=[C:4]([C:11]([O:13][CH3:14])=[O:12])[C:5]2[CH:6]=[CH:7][NH:8][C:9]=2[CH:10]=1.[Cl-].C(C[P+](C)(C)C)#N.[CH:23]1(O)[CH2:26][CH2:25][CH2:24]1.[H-].[Na+]. The catalyst is C1COCC1.CCOC(C)=O.CCCCCC. The product is [Br:1][C:2]1[CH:3]=[C:4]([C:11]([O:13][CH3:14])=[O:12])[C:5]2[CH:6]=[CH:7][N:8]([CH:23]3[CH2:26][CH2:25][CH2:24]3)[C:9]=2[CH:10]=1. The yield is 0.250. (9) No catalyst specified. The yield is 0.720. The reactants are [CH3:1][O:2][C:3]1[C:9]([CH2:10][CH2:11][N:12]2[CH2:17][CH2:16][N:15]([C:18]3[CH:27]=[CH:26][CH:25]=[C:24]4[C:19]=3[CH:20]=[CH:21][C:22]([CH3:28])=[N:23]4)[CH2:14][CH2:13]2)=[CH:8][CH:7]=[CH:6][C:4]=1[NH2:5].[CH3:29][S:30]([Cl:33])(=[O:32])=[O:31]. The product is [ClH:33].[ClH:33].[CH3:1][O:2][C:3]1[C:9]([CH2:10][CH2:11][N:12]2[CH2:13][CH2:14][N:15]([C:18]3[CH:27]=[CH:26][CH:25]=[C:24]4[C:19]=3[CH:20]=[CH:21][C:22]([CH3:28])=[N:23]4)[CH2:16][CH2:17]2)=[CH:8][CH:7]=[CH:6][C:4]=1[NH:5][S:30]([CH3:29])(=[O:32])=[O:31]. (10) The reactants are [CH:1]1([NH:4][C:5]([C:7]2[CH:8]=[CH:9][C:10]([CH3:34])=[C:11]([NH:13][C:14]([C:16]3[CH:33]=[CH:32][C:19]([O:20][CH2:21][C:22]4[CH:31]=[CH:30][C:25]([C:26](OC)=[O:27])=[CH:24][N:23]=4)=[CH:18][CH:17]=3)=[O:15])[CH:12]=2)=[O:6])[CH2:3][CH2:2]1.[H-].[H-].[H-].[H-].[Li+].[Al+3].[O-]S([O-])(=O)=O.[Na+].[Na+]. The catalyst is C1COCC1. The product is [CH:1]1([NH:4][C:5](=[O:6])[C:7]2[CH:8]=[CH:9][C:10]([CH3:34])=[C:11]([NH:13][C:14](=[O:15])[C:16]3[CH:17]=[CH:18][C:19]([O:20][CH2:21][C:22]4[CH:31]=[CH:30][C:25]([CH2:26][OH:27])=[CH:24][N:23]=4)=[CH:32][CH:33]=3)[CH:12]=2)[CH2:2][CH2:3]1. The yield is 0.800.